Dataset: Forward reaction prediction with 1.9M reactions from USPTO patents (1976-2016). Task: Predict the product of the given reaction. (1) Given the reactants [CH2:1]([C:4]1[CH:9]=[CH:8][C:7]([C:10]([C:15]2[CH:20]=[CH:19][C:18]([CH2:21][CH2:22][C:23](=[O:28])[C:24]([CH3:27])([CH3:26])[CH3:25])=[C:17]([CH3:29])[CH:16]=2)([CH2:13][CH3:14])[CH2:11][CH3:12])=[CH:6][C:5]=1[CH3:30])[CH:2]=[CH2:3].[BH4-].[Na+], predict the reaction product. The product is: [CH2:1]([C:4]1[CH:9]=[CH:8][C:7]([C:10]([C:15]2[CH:20]=[CH:19][C:18]([CH2:21][CH2:22][CH:23]([OH:28])[C:24]([CH3:27])([CH3:26])[CH3:25])=[C:17]([CH3:29])[CH:16]=2)([CH2:13][CH3:14])[CH2:11][CH3:12])=[CH:6][C:5]=1[CH3:30])[CH:2]=[CH2:3]. (2) Given the reactants I/[CH:2]=[CH:3]/[C:4]1[CH:13]=[CH:12][C:7]([C:8]([O:10][CH3:11])=[O:9])=[CH:6][CH:5]=1.[C:14]([Si:18]([O:21][CH2:22][C:23]1[CH:28]=[CH:27][C:26]([C:29]#[CH:30])=[CH:25][CH:24]=1)([CH3:20])[CH3:19])([CH3:17])([CH3:16])[CH3:15].N(C(C)C)C(C)C, predict the reaction product. The product is: [Si:18]([O:21][CH2:22][C:23]1[CH:24]=[CH:25][C:26]([C:29]#[C:30]/[CH:2]=[CH:3]/[C:4]2[CH:13]=[CH:12][C:7]([C:8]([O:10][CH3:11])=[O:9])=[CH:6][CH:5]=2)=[CH:27][CH:28]=1)([C:14]([CH3:17])([CH3:16])[CH3:15])([CH3:19])[CH3:20]. (3) Given the reactants CC(=C)C[O:4][C:5]1[CH:6]=[C:7]([CH:12]=[CH:13][CH:14]=1)[C:8]([O:10][CH3:11])=[O:9], predict the reaction product. The product is: [OH:4][C:5]1[C:6]([CH2:8][C:7]([CH3:12])=[CH2:6])=[C:7]([CH:12]=[CH:13][CH:14]=1)[C:8]([O:10][CH3:11])=[O:9]. (4) Given the reactants [O:1]=[C:2]1[C:10]2[C:5](=[CH:6][CH:7]=[CH:8][CH:9]=2)[C:4](=[O:11])[N:3]1[CH2:12][CH:13]=O.Cl.[C:16]([O:20][C:21](=[O:28])[C@H:22]([C@H:24]([CH2:26][CH3:27])[CH3:25])[NH2:23])([CH3:19])([CH3:18])[CH3:17].C([BH3-])#N.[Na+].C(O)(=O)C, predict the reaction product. The product is: [O:11]=[C:4]1[C:5]2[C:10](=[CH:9][CH:8]=[CH:7][CH:6]=2)[C:2](=[O:1])[N:3]1[CH2:12][CH2:13][NH:23][C@@H:22]([C@@H:24]([CH3:25])[CH2:26][CH3:27])[C:21]([O:20][C:16]([CH3:17])([CH3:18])[CH3:19])=[O:28]. (5) The product is: [Cl:29][C:30]1[CH:35]=[CH:34][CH:33]=[CH:32][C:31]=1[S:36]([NH:39][C@@H:2]1[CH2:22][N:5]2[C:6](=[O:21])[N:7]([C:9]3[CH:14]=[CH:13][C:12]([O:15][CH2:16][C:17]([F:20])([F:19])[F:18])=[CH:11][CH:10]=3)[CH2:8][C@H:4]2[CH2:3]1)(=[O:38])=[O:37]. Given the reactants Br[C@H:2]1[CH2:22][N:5]2[C:6](=[O:21])[N:7]([C:9]3[CH:14]=[CH:13][C:12]([O:15][CH2:16][C:17]([F:20])([F:19])[F:18])=[CH:11][CH:10]=3)[CH2:8][C@H:4]2[CH2:3]1.C([O-])([O-])=O.[K+].[K+].[Cl:29][C:30]1[CH:35]=[CH:34][CH:33]=[CH:32][C:31]=1[S:36]([NH2:39])(=[O:38])=[O:37], predict the reaction product. (6) Given the reactants [CH2:1]([C:3]1[CH2:4][C@@H:5]2[C@H:8]([CH:9]=1)[C@@:7]([CH2:14][C:15]([O:17]C(C)(C)C)=[O:16])([CH2:10][N+:11]([O-])=O)[CH2:6]2)[CH3:2].[Cl-].[NH4+], predict the reaction product. The product is: [NH2:11][CH2:10][C@@:7]1([CH2:14][C:15]([OH:17])=[O:16])[CH2:6][C@H:5]2[C@@H:8]1[CH:9]=[C:3]([CH2:1][CH3:2])[CH2:4]2. (7) Given the reactants [F:1][C:2]1[CH:7]=[C:6]([O:8][CH2:9][C:10]2[CH:15]=[CH:14][C:13]([CH2:16][N:17]3[C:21]([CH2:22][CH2:23][C:24]4[CH:29]=[CH:28][CH:27]=[CH:26][CH:25]=4)=[CH:20][C:19]([C:30]4[CH:35]=[CH:34][C:33]([F:36])=[CH:32][CH:31]=4)=[N:18]3)=[CH:12][CH:11]=2)[CH:5]=[CH:4][C:3]=1[CH2:37][CH2:38][C:39]([O:41]CC)=[O:40].[OH-].[Na+].Cl, predict the reaction product. The product is: [F:1][C:2]1[CH:7]=[C:6]([O:8][CH2:9][C:10]2[CH:15]=[CH:14][C:13]([CH2:16][N:17]3[C:21]([CH2:22][CH2:23][C:24]4[CH:29]=[CH:28][CH:27]=[CH:26][CH:25]=4)=[CH:20][C:19]([C:30]4[CH:31]=[CH:32][C:33]([F:36])=[CH:34][CH:35]=4)=[N:18]3)=[CH:12][CH:11]=2)[CH:5]=[CH:4][C:3]=1[CH2:37][CH2:38][C:39]([OH:41])=[O:40]. (8) Given the reactants FC(F)(F)C(O)=O.[Cl:8][C:9]1[C:10]([F:39])=[C:11]([CH:15]2[C:19]([C:22]3[CH:27]=[CH:26][C:25]([Cl:28])=[CH:24][C:23]=3[F:29])([C:20]#[N:21])[CH:18]([CH2:30][C:31]3([CH3:35])[CH2:34][O:33][CH2:32]3)[NH:17][CH:16]2[C:36](O)=[O:37])[CH:12]=[CH:13][CH:14]=1.CC1(C)[O:45][C@@H:44]([CH2:46][CH2:47][NH2:48])[CH2:43][O:42]1.CN(C(ON1N=NC2C=CC=NC1=2)=[N+](C)C)C.F[P-](F)(F)(F)(F)F.CCN(C(C)C)C(C)C.Cl, predict the reaction product. The product is: [OH:45][C@H:44]([CH2:43][OH:42])[CH2:46][CH2:47][NH:48][C:36]([CH:16]1[CH:15]([C:11]2[CH:12]=[CH:13][CH:14]=[C:9]([Cl:8])[C:10]=2[F:39])[C:19]([C:22]2[CH:27]=[CH:26][C:25]([Cl:28])=[CH:24][C:23]=2[F:29])([C:20]#[N:21])[CH:18]([CH2:30][C:31]2([CH3:35])[CH2:32][O:33][CH2:34]2)[NH:17]1)=[O:37].